The task is: Regression. Given a peptide amino acid sequence and an MHC pseudo amino acid sequence, predict their binding affinity value. This is MHC class I binding data.. This data is from Peptide-MHC class I binding affinity with 185,985 pairs from IEDB/IMGT. The peptide sequence is SPIINREGKV. The MHC is HLA-B51:01 with pseudo-sequence HLA-B51:01. The binding affinity (normalized) is 0.